The task is: Predict the reaction yield, written as a fraction of the theoretical maximum amount of product (1.0 means a 100% yield; for example, 0.34 means a 34% yield).. This data is from Reaction yield outcomes from USPTO patents with 853,638 reactions. (1) The reactants are [CH:1]1([CH2:7][OH:8])[CH2:6][CH2:5][CH2:4][CH2:3][CH2:2]1.[H-].[Na+].Cl[C:12]1[CH:17]=[CH:16][N+:15]([O-])=[CH:14][CH:13]=1.CN(C=[O:23])C. The catalyst is CC(OC(C)=O)=O.CO.O. The product is [CH:1]1([CH2:7][O:8][C:12]2[CH:17]=[CH:16][NH:15][C:14](=[O:23])[CH:13]=2)[CH2:6][CH2:5][CH2:4][CH2:3][CH2:2]1. The yield is 0.580. (2) The reactants are [C:1]1([CH:7]([C:9]2[CH:17]=[C:16]3[C:12]([C:13]([C:18]4[CH:23]=[CH:22][CH:21]=[CH:20][CH:19]=4)=[N:14][NH:15]3)=[CH:11][CH:10]=2)O)[CH:6]=[CH:5][CH:4]=[CH:3][CH:2]=1.CO[C:26](O[Si](C)(C)C)=[C:27](C)[CH3:28].[C:35](=[O:38])(O)[O-:36].[Na+].Cl[CH2:41]Cl. No catalyst specified. The product is [CH3:26][C:27]([CH3:28])([CH:7]([C:1]1[CH:6]=[CH:5][CH:4]=[CH:3][CH:2]=1)[C:9]1[CH:17]=[C:16]2[C:12]([C:13]([C:18]3[CH:19]=[CH:20][CH:21]=[CH:22][CH:23]=3)=[N:14][NH:15]2)=[CH:11][CH:10]=1)[C:35]([O:36][CH3:41])=[O:38]. The yield is 0.530. (3) The reactants are C(Cl)(=O)C.[Br:5][C:6]1[CH:10]=[N:9][N:8]([CH3:11])[C:7]=1[C:12]1[CH:13]=[C:14]([NH:26][C:27](=[O:32])[C:28]([F:31])([F:30])[F:29])[CH:15]=[CH:16][C:17]=1[O:18][CH2:19][C:20]([CH3:25])([N+:22]([O-])=O)[CH3:21]. The catalyst is CO.[Zn]. The product is [NH2:22][C:20]([CH3:25])([CH3:21])[CH2:19][O:18][C:17]1[CH:16]=[CH:15][C:14]([NH:26][C:27](=[O:32])[C:28]([F:31])([F:29])[F:30])=[CH:13][C:12]=1[C:7]1[N:8]([CH3:11])[N:9]=[CH:10][C:6]=1[Br:5]. The yield is 0.830. (4) The reactants are [Cl:1][C:2]1[N:6]2[CH:7]=[C:8]([C:15]3[CH:19]=[CH:18][O:17][CH:16]=3)[CH:9]=[C:10]([C:11]([F:14])([F:13])[F:12])[C:5]2=[N:4][C:3]=1[C:20]([N:22]1[CH2:27][CH:26]=[C:25]([C:28]2[CH:29]=[N:30][CH:31]=[N:32][CH:33]=2)[CH2:24][CH2:23]1)=[O:21].[SiH](CC)(CC)CC. The catalyst is C(O)(C(F)(F)F)=O. The product is [Cl:1][C:2]1[N:6]2[CH:7]=[C:8]([C:15]3[CH:19]=[CH:18][O:17][CH:16]=3)[CH:9]=[C:10]([C:11]([F:14])([F:12])[F:13])[C:5]2=[N:4][C:3]=1[C:20]([N:22]1[CH2:23][CH:24]=[C:25]([C:28]2[CH2:29][NH:30][CH:31]=[N:32][CH:33]=2)[CH2:26][CH2:27]1)=[O:21]. The yield is 0.250. (5) The reactants are [NH2:1][C:2]1[C:3]([CH3:9])=[N:4][N:5]([CH3:8])[C:6]=1[CH3:7].C(N(CC)CC)C.[C:17](Cl)(=[O:19])[CH3:18]. No catalyst specified. The product is [C:17]([NH:1][C:2]1[C:3]([CH3:9])=[N:4][N:5]([CH3:8])[C:6]=1[CH3:7])(=[O:19])[CH3:18]. The yield is 0.720. (6) The reactants are [CH:1]1([CH2:4][O:5][C@H:6]2[C@H:14]([CH3:15])[O:13][C:12](=[O:16])[C@@H:11]([NH:17][C:18](=[O:28])[C:19]3[C:24]([OH:25])=[C:23]([O:26][CH3:27])[CH:22]=[CH:21][N:20]=3)[CH2:10][CH2:9][CH2:8][C@@H:7]2[CH2:29][C:30]2[CH:35]=[CH:34][C:33]([O:36][CH3:37])=[CH:32][CH:31]=2)[CH2:3][CH2:2]1.CCN(CC)CC.[CH3:45][O:46][CH2:47][CH2:48][C:49](Cl)=[O:50]. The catalyst is CN(C1C=CN=CC=1)C.C(Cl)Cl. The product is [CH3:45][O:46][CH2:47][CH2:48][C:49]([O:25][C:24]1[C:19]([C:18](=[O:28])[NH:17][C@H:11]2[CH2:10][CH2:9][CH2:8][C@H:7]([CH2:29][C:30]3[CH:31]=[CH:32][C:33]([O:36][CH3:37])=[CH:34][CH:35]=3)[C@@H:6]([O:5][CH2:4][CH:1]3[CH2:3][CH2:2]3)[C@H:14]([CH3:15])[O:13][C:12]2=[O:16])=[N:20][CH:21]=[CH:22][C:23]=1[O:26][CH3:27])=[O:50]. The yield is 0.780. (7) No catalyst specified. The product is [CH2:1]([O:3][C:4]([C:6]1[C:7]([C:11]([F:13])([F:14])[F:12])=[N:8][N:9]([CH3:18])[CH:10]=1)=[O:5])[CH3:2]. The reactants are [CH2:1]([O:3][C:4]([C:6]1[C:7]([C:11]([F:14])([F:13])[F:12])=[N:8][NH:9][CH:10]=1)=[O:5])[CH3:2].P(OC)(OC)(O[CH3:18])=O. The yield is 0.860. (8) The reactants are [CH2:1]([O:8][C:9]([N:11]1[CH2:16][CH2:15][C:14](=[O:17])[CH2:13][CH2:12]1)=[O:10])[C:2]1[CH:7]=[CH:6][CH:5]=[CH:4][CH:3]=1.C[Li].[CH2:20](OCC)C.N1(C([O-])=O)CCC(=O)CC1.[Cl-].[NH4+]. The catalyst is O1CCCC1. The product is [CH2:1]([O:8][C:9]([N:11]1[CH2:16][CH2:15][C:14]([OH:17])([CH3:20])[CH2:13][CH2:12]1)=[O:10])[C:2]1[CH:7]=[CH:6][CH:5]=[CH:4][CH:3]=1. The yield is 0.730. (9) The reactants are [Cl:1][C:2]1[CH:3]=[C:4]([NH2:12])[C:5]2[N:6]([C:8]([CH3:11])=[N:9][N:10]=2)[N:7]=1.[CH3:13][C:14]([O:17][C:18](O[C:18]([O:17][C:14]([CH3:16])([CH3:15])[CH3:13])=[O:19])=[O:19])([CH3:16])[CH3:15]. The catalyst is CN(C1C=CN=CC=1)C.C1COCC1. The product is [Cl:1][C:2]1[CH:3]=[C:4]([NH:12][C:18](=[O:19])[O:17][C:14]([CH3:16])([CH3:15])[CH3:13])[C:5]2[N:6]([C:8]([CH3:11])=[N:9][N:10]=2)[N:7]=1. The yield is 0.660.